From a dataset of Full USPTO retrosynthesis dataset with 1.9M reactions from patents (1976-2016). Predict the reactants needed to synthesize the given product. (1) Given the product [CH3:17][O:1][C:2]1[CH:3]=[C:4]([CH:8]=[C:9]([S:11]([F:16])([F:12])([F:13])([F:14])[F:15])[CH:10]=1)[C:5]([OH:7])=[O:6], predict the reactants needed to synthesize it. The reactants are: [OH:1][C:2]1[CH:3]=[C:4]([CH:8]=[C:9]([S:11]([F:16])([F:15])([F:14])([F:13])[F:12])[CH:10]=1)[C:5]([OH:7])=[O:6].[CH3:17][O-].[Na+].CI.Cl. (2) Given the product [CH3:10][O:9][C:7]([C:6]1[N:5]([C@H:11]([NH:30][C:39]([O:41][C:42]([CH3:43])([CH3:44])[CH3:45])=[O:40])[CH3:12])[N:4]=[CH:3][C:2]=1[Br:1])=[O:8], predict the reactants needed to synthesize it. The reactants are: [Br:1][C:2]1[CH:3]=[N:4][NH:5][C:6]=1[C:7]([O:9][CH3:10])=[O:8].[C:11]1(P(C2C=CC=CC=2)C2C=CC=CC=2)C=CC=C[CH:12]=1.[N:30]([C:39]([O:41][C:42]([CH3:45])([CH3:44])[CH3:43])=[O:40])=[N:30][C:39]([O:41][C:42]([CH3:45])([CH3:44])[CH3:43])=[O:40]. (3) Given the product [N:18]1([CH2:23][CH2:24][NH:25][C:26]([C:28]2[C:32]([CH3:33])=[C:31]([CH:34]=[C:10]3[C:9]4[C:13](=[CH:14][CH:15]=[CH:16][C:8]=4[C:5]4[CH:4]=[CH:3][C:2]([Cl:1])=[CH:7][CH:6]=4)[NH:12][C:11]3=[O:17])[NH:30][C:29]=2[CH3:36])=[O:27])[CH2:22][CH2:21][CH2:20][CH2:19]1, predict the reactants needed to synthesize it. The reactants are: [Cl:1][C:2]1[CH:7]=[CH:6][C:5]([C:8]2[CH:16]=[CH:15][CH:14]=[C:13]3[C:9]=2[CH2:10][C:11](=[O:17])[NH:12]3)=[CH:4][CH:3]=1.[N:18]1([CH2:23][CH2:24][NH:25][C:26]([C:28]2[C:32]([CH3:33])=[C:31]([CH:34]=O)[NH:30][C:29]=2[CH3:36])=[O:27])[CH2:22][CH2:21][CH2:20][CH2:19]1. (4) Given the product [CH3:34][C:2]1[N:7]=[CH:6][C:5]([S:8]([C:11]2[N:15]([C:16]3[CH:21]=[C:20]([F:22])[CH:19]=[CH:18][C:17]=3[F:23])[N:14]=[C:13]([CH2:24][N:25]([CH3:33])[C:26](=[O:32])[O:27][C:28]([CH3:30])([CH3:29])[CH3:31])[CH:12]=2)(=[O:10])=[O:9])=[CH:4][CH:3]=1, predict the reactants needed to synthesize it. The reactants are: Cl[C:2]1[N:7]=[CH:6][C:5]([S:8]([C:11]2[N:15]([C:16]3[CH:21]=[C:20]([F:22])[CH:19]=[CH:18][C:17]=3[F:23])[N:14]=[C:13]([CH2:24][N:25]([CH3:33])[C:26](=[O:32])[O:27][C:28]([CH3:31])([CH3:30])[CH3:29])[CH:12]=2)(=[O:10])=[O:9])=[CH:4][CH:3]=1.[C:34](=O)([O-])[O-].[K+].[K+].CB(O)O.C1(OC)CCCC1. (5) Given the product [F:18][C:17]1[CH:16]=[CH:15][CH:14]=[C:13]([F:19])[C:12]=1[N:6]1[C:7](=[O:11])[CH:8]=[CH:9][C:10]2[C:2]([NH:1][C:35]3[CH:40]=[CH:39][C:38]([F:41])=[C:37]([CH3:42])[N:36]=3)=[C:3]([C:20]([N:22]3[CH2:26][CH2:25][C@@H:24]([O:27][CH:28]4[CH2:33][CH2:32][CH2:31][CH2:30][O:29]4)[CH2:23]3)=[O:21])[S:4][C:5]1=2, predict the reactants needed to synthesize it. The reactants are: [NH2:1][C:2]1[C:10]2[CH:9]=[CH:8][C:7](=[O:11])[N:6]([C:12]3[C:17]([F:18])=[CH:16][CH:15]=[CH:14][C:13]=3[F:19])[C:5]=2[S:4][C:3]=1[C:20]([N:22]1[CH2:26][CH2:25][C@@H:24]([O:27][CH:28]2[CH2:33][CH2:32][CH2:31][CH2:30][O:29]2)[CH2:23]1)=[O:21].Br[C:35]1[CH:40]=[CH:39][C:38]([F:41])=[C:37]([CH3:42])[N:36]=1.CC1(C)C2C(=C(P(C3C=CC=CC=3)C3C=CC=CC=3)C=CC=2)OC2C(P(C3C=CC=CC=3)C3C=CC=CC=3)=CC=CC1=2.[O-]P([O-])([O-])=O.[K+].[K+].[K+]. (6) Given the product [NH:4]1[C:5]2[CH:11]=[CH:10][S:9][C:6]=2[C:7](=[O:8])[NH:2][C:3]1=[O:12], predict the reactants needed to synthesize it. The reactants are: N[N:2]1[C:7](=[O:8])[C:6]2[S:9][CH:10]=[CH:11][C:5]=2[NH:4][C:3]1=[O:12].N([O-])=O.[Na+].